Dataset: Full USPTO retrosynthesis dataset with 1.9M reactions from patents (1976-2016). Task: Predict the reactants needed to synthesize the given product. (1) Given the product [CH2:49]([N:48]([CH2:62][CH3:63])[C:34]1[N:28]=[C:27]([C:26]2[CH:24]=[CH:29][C:30]([F:56])=[CH:31][CH:32]=2)[C:6]2[CH2:12][CH2:11][CH2:10][NH:9][CH2:67][C:66]=2[N:64]=1)[CH3:50].[CH2:21]([O:23][C:24]([CH:7]1[C:6](=[O:45])[CH2:12][CH2:11][CH2:10][N:9]([C:13]([O:15][C:16]([CH3:17])([CH3:18])[CH3:19])=[O:14])[CH2:8]1)=[O:25])[CH3:22], predict the reactants needed to synthesize it. The reactants are: C(OC([CH:6]1[CH2:12][CH2:11][CH2:10][N:9]([C:13]([O:15][C:16]([CH3:19])([CH3:18])[CH3:17])=[O:14])[CH2:8][C:7]1=O)=O)C.[CH2:21]([O:23][C:24]([CH:26]1[C:32](=O)[CH2:31][CH2:30][CH2:29][N:28]([C:34](OC(C)(C)C)=O)[CH2:27]1)=[O:25])[CH3:22].C([O:45]C([N:48]1CCC[C:50](=O)[CH2:49]1)=O)(C)(C)C.B(F)(F)[F:56].CCO[CH2:62][CH3:63].[N+:64](=[CH:66][C:67](OCC)=O)=[N-].C([O-])(O)=O.[Na+]. (2) The reactants are: [OH:1][C:2]1[CH:10]=[CH:9][C:8]([C:11]2[N:12]([C:27]([O:29][C:30]([CH3:33])([CH3:32])[CH3:31])=[O:28])[C:13]3[C:18]([CH:19]=2)=[CH:17][C:16]([CH2:20][N:21]2[CH2:26][CH2:25][CH2:24][CH2:23][CH2:22]2)=[CH:15][CH:14]=3)=[C:7]2[C:3]=1[CH2:4][NH:5][C:6]2=[O:34].C(N(CC)CC)C.[Cl:42][C:43]1[N:47]([CH3:48])[N:46]=[C:45]([CH3:49])[C:44]=1[S:50](Cl)(=[O:52])=[O:51]. Given the product [CH3:48][N:47]1[C:43]([Cl:42])=[C:44]([S:50]([O:1][C:2]2[CH:10]=[CH:9][C:8]([C:11]3[N:12]([C:27]([O:29][C:30]([CH3:31])([CH3:33])[CH3:32])=[O:28])[C:13]4[C:18]([CH:19]=3)=[CH:17][C:16]([CH2:20][N:21]3[CH2:26][CH2:25][CH2:24][CH2:23][CH2:22]3)=[CH:15][CH:14]=4)=[C:7]3[C:3]=2[CH2:4][NH:5][C:6]3=[O:34])(=[O:52])=[O:51])[C:45]([CH3:49])=[N:46]1, predict the reactants needed to synthesize it. (3) Given the product [C:35]([O:34][C:32]([NH:31][C@H:23]1[CH2:24][C@@H:25]([C:27]([F:29])([F:28])[F:30])[CH2:26][N:21]([C:20]2[CH:19]=[CH:18][N:17]=[CH:16][C:15]=2[NH:14][C:12]([C:8]2[C:7]([NH:39][C:40](=[O:49])[O:41][CH2:42][C:43]3[CH:48]=[CH:47][CH:46]=[CH:45][CH:44]=3)=[CH:6][C:5]3[C:10](=[CH:11][C:2]([C:68]4[CH2:69][CH2:70][N:65]([CH3:64])[CH2:66][CH:67]=4)=[CH:3][CH:4]=3)[N:9]=2)=[O:13])[CH2:22]1)=[O:33])([CH3:38])([CH3:37])[CH3:36], predict the reactants needed to synthesize it. The reactants are: Br[C:2]1[CH:11]=[C:10]2[C:5]([CH:6]=[C:7]([NH:39][C:40](=[O:49])[O:41][CH2:42][C:43]3[CH:48]=[CH:47][CH:46]=[CH:45][CH:44]=3)[C:8]([C:12]([NH:14][C:15]3[CH:16]=[N:17][CH:18]=[CH:19][C:20]=3[N:21]3[CH2:26][C@H:25]([C:27]([F:30])([F:29])[F:28])[CH2:24][C@H:23]([NH:31][C:32]([O:34][C:35]([CH3:38])([CH3:37])[CH3:36])=[O:33])[CH2:22]3)=[O:13])=[N:9]2)=[CH:4][CH:3]=1.[O-]P([O-])([O-])=O.[K+].[K+].[K+].O1CCOCC1.[CH3:64][N:65]1[CH2:70][CH:69]=[C:68](B2OC(C)(C)C(C)(C)O2)[CH2:67][CH2:66]1. (4) Given the product [C:1]([N:5]1[CH:9]=[C:8]([NH:10][C:11]([NH:13][C:14]2[CH:19]=[C:18]([C:20]3[C:31](=[O:32])[N:30]([CH3:33])[C:23]4[N:24]=[C:25]([NH:36][C@H:37]([CH3:40])[CH2:38][OH:39])[N:26]=[CH:27][C:22]=4[CH:21]=3)[C:17]([CH3:34])=[CH:16][C:15]=2[F:35])=[O:12])[CH:7]=[N:6]1)([CH3:4])([CH3:3])[CH3:2], predict the reactants needed to synthesize it. The reactants are: [C:1]([N:5]1[CH:9]=[C:8]([NH:10][C:11]([NH:13][C:14]2[CH:19]=[C:18]([C:20]3[C:31](=[O:32])[N:30]([CH3:33])[C:23]4[N:24]=[C:25](NC)[N:26]=[CH:27][C:22]=4[CH:21]=3)[C:17]([CH3:34])=[CH:16][C:15]=2[F:35])=[O:12])[CH:7]=[N:6]1)([CH3:4])([CH3:3])[CH3:2].[NH2:36][C@H:37]([CH3:40])[CH2:38][OH:39]. (5) Given the product [NH2:2][CH2:1][C:3]1([C:16](=[O:25])[NH:17][C:18]2[CH:23]=[CH:22][C:21]([F:24])=[CH:20][N:19]=2)[CH2:8][CH2:7][N:6]([C:9]([O:11][C:12]([CH3:13])([CH3:15])[CH3:14])=[O:10])[CH2:5][CH2:4]1, predict the reactants needed to synthesize it. The reactants are: [C:1]([C:3]1([C:16](=[O:25])[NH:17][C:18]2[CH:23]=[CH:22][C:21]([F:24])=[CH:20][N:19]=2)[CH2:8][CH2:7][N:6]([C:9]([O:11][C:12]([CH3:15])([CH3:14])[CH3:13])=[O:10])[CH2:5][CH2:4]1)#[N:2]. (6) Given the product [CH:24]1([C@H:4]2[C@H:3]([CH3:27])[C@@H:2]([NH:1][C:41]3[CH:42]=[CH:37][CH:36]=[C:31]([CH3:32])[N:29]=3)[C:11]3[C:6](=[CH:7][CH:8]=[C:9]([C:12]4[CH:13]=[N:14][N:15]([CH2:17][CH2:18][O:19][CH3:20])[CH:16]=4)[CH:10]=3)[N:5]2[C:21](=[O:23])[CH3:22])[CH2:26][CH2:25]1, predict the reactants needed to synthesize it. The reactants are: [NH2:1][C@H:2]1[C:11]2[C:6](=[CH:7][CH:8]=[C:9]([C:12]3[CH:13]=[N:14][N:15]([CH2:17][CH2:18][O:19][CH3:20])[CH:16]=3)[CH:10]=2)[N:5]([C:21](=[O:23])[CH3:22])[C@@H:4]([CH:24]2[CH2:26][CH2:25]2)[C@@H:3]1[CH3:27].C[N:29]([C:31]1[C:36]([C:37]2[C:42](P(C3CCCCC3)C3CCCCC3)=[CH:41]C=CC=2)=CC=C[CH:32]=1)C.CC(C)([O-])C.[Na+].BrC1C=CC=C(C)N=1. (7) Given the product [Br:9][C:10]1[CH:11]=[C:12]([C:17](=[O:19])[CH2:18][C:3]([O:6][CH3:7])=[O:8])[CH:13]=[CH:14][C:15]=1[F:16], predict the reactants needed to synthesize it. The reactants are: [H-].[Na+].[C:3](=[O:8])([O:6][CH3:7])OC.[Br:9][C:10]1[CH:11]=[C:12]([C:17](=[O:19])[CH3:18])[CH:13]=[CH:14][C:15]=1[F:16]. (8) Given the product [CH2:24]([C:6]1[CH:7]=[CH:8][C:9]([Cl:18])=[C:10]([C:11]2[CH:16]=[CH:15][CH:14]=[CH:13][C:12]=2[Cl:17])[C:5]=1[OH:4])[CH:19]=[CH2:20], predict the reactants needed to synthesize it. The reactants are: C([O:4][C:5]1[C:10]([C:11]2[CH:16]=[CH:15][CH:14]=[CH:13][C:12]=2[Cl:17])=[C:9]([Cl:18])[CH:8]=[CH:7][CH:6]=1)C=C.[C:19]1(C)[CH:24]=C(C)C=C(C)[CH:20]=1. (9) Given the product [CH:15]1([N:14]2[C:9]3=[N:10][CH:11]=[CH:12][CH:13]=[C:8]3[N:7]=[C:5]2[C:4]([O:3][CH2:1][CH3:2])=[O:20])[CH2:19][CH2:18][CH2:17][CH2:16]1, predict the reactants needed to synthesize it. The reactants are: [CH2:1]([O:3][C:4](=[O:20])[C:5]([NH:7][C:8]1[C:9]([NH:14][CH:15]2[CH2:19][CH2:18][CH2:17][CH2:16]2)=[N:10][CH:11]=[CH:12][CH:13]=1)=O)[CH3:2].